Task: Predict the reaction yield, written as a fraction of the theoretical maximum amount of product (1.0 means a 100% yield; for example, 0.34 means a 34% yield).. Dataset: Reaction yield outcomes from USPTO patents with 853,638 reactions The reactants are [F:1][C:2]([F:18])([F:17])[C:3]1[O:7][N:6]=[C:5]([C:8]2[CH:16]=[CH:15][C:11]([C:12]([OH:14])=O)=[CH:10][CH:9]=2)[CH:4]=1.C(Cl)(=O)C(Cl)=O.C(N(CC)CC)C.[NH:32]1[CH2:37][CH2:36][CH2:35][CH2:34][CH2:33]1. The catalyst is C1(C)C=CC=CC=1.C1COCC1.CN(C=O)C. The product is [N:32]1([C:12]([C:11]2[CH:10]=[CH:9][C:8]([C:5]3[CH:4]=[C:3]([C:2]([F:1])([F:18])[F:17])[O:7][N:6]=3)=[CH:16][CH:15]=2)=[O:14])[CH2:37][CH2:36][CH2:35][CH2:34][CH2:33]1. The yield is 0.910.